From a dataset of Full USPTO retrosynthesis dataset with 1.9M reactions from patents (1976-2016). Predict the reactants needed to synthesize the given product. (1) Given the product [Cl:9][C:8]1[N:1]=[C:2]([Cl:3])[N:4]=[C:5]([N:10]2[CH2:15][CH2:14][O:13][CH2:12][CH2:11]2)[N:7]=1, predict the reactants needed to synthesize it. The reactants are: [N:1]1[C:8]([Cl:9])=[N:7][C:5](Cl)=[N:4][C:2]=1[Cl:3].[NH:10]1[CH2:15][CH2:14][O:13][CH2:12][CH2:11]1.O. (2) The reactants are: Br[C:2]1[CH:3]=[C:4]([CH:28]=[CH:29][CH:30]=1)[CH2:5][N:6]1[C:10]([CH3:11])=[CH:9][C:8]([C:12]2[O:16][N:15]=[C:14]([C:17]3[CH:22]=[CH:21][C:20]([O:23][C:24]([F:27])([F:26])[F:25])=[CH:19][CH:18]=3)[N:13]=2)=[N:7]1.[Si]([O:48][CH:49]1[CH2:52][NH:51][CH2:50]1)(C(C)(C)C)(C1C=CC=CC=1)C1C=CC=CC=1.C1(P(C2CCCCC2)C2C=CC=CC=2C2C(C(C)C)=CC(C(C)C)=CC=2C(C)C)CCCCC1.C(=O)([O-])[O-].[Cs+].[Cs+]. Given the product [CH3:11][C:10]1[N:6]([CH2:5][C:4]2[CH:3]=[C:2]([N:51]3[CH2:52][CH:49]([OH:48])[CH2:50]3)[CH:30]=[CH:29][CH:28]=2)[N:7]=[C:8]([C:12]2[O:16][N:15]=[C:14]([C:17]3[CH:22]=[CH:21][C:20]([O:23][C:24]([F:27])([F:26])[F:25])=[CH:19][CH:18]=3)[N:13]=2)[CH:9]=1, predict the reactants needed to synthesize it. (3) Given the product [F:44][C@@H:39]1[C@H:38]([O:37][C:34]2[N:35]=[CH:36][C:31]([C:3]3[C:2]([CH3:1])=[N:7][CH:6]=[C:5]([NH:8][C:9](=[O:20])[C:10]4[CH:15]=[CH:14][CH:13]=[C:12]([C:16]([F:17])([F:18])[F:19])[CH:11]=4)[CH:4]=3)=[CH:32][C:33]=2[N:45]2[CH2:50][CH2:49][O:48][CH2:47][CH2:46]2)[CH2:43][CH2:42][O:41][CH2:40]1, predict the reactants needed to synthesize it. The reactants are: [CH3:1][C:2]1[N:7]=[CH:6][C:5]([NH:8][C:9](=[O:20])[C:10]2[CH:15]=[CH:14][CH:13]=[C:12]([C:16]([F:19])([F:18])[F:17])[CH:11]=2)=[CH:4][C:3]=1B1OC(C)(C)C(C)(C)O1.Br[C:31]1[CH:32]=[C:33]([N:45]2[CH2:50][CH2:49][O:48][CH2:47][CH2:46]2)[C:34]([O:37][C@H:38]2[CH2:43][CH2:42][O:41][CH2:40][C@H:39]2[F:44])=[N:35][CH:36]=1.C(=O)([O-])[O-].[Na+].[Na+].